From a dataset of NCI-60 drug combinations with 297,098 pairs across 59 cell lines. Regression. Given two drug SMILES strings and cell line genomic features, predict the synergy score measuring deviation from expected non-interaction effect. (1) Drug 1: C1CN1C2=NC(=NC(=N2)N3CC3)N4CC4. Drug 2: C1CCC(C(C1)N)N.C(=O)(C(=O)[O-])[O-].[Pt+4]. Cell line: KM12. Synergy scores: CSS=34.8, Synergy_ZIP=-3.96, Synergy_Bliss=-0.124, Synergy_Loewe=-14.9, Synergy_HSA=-2.10. (2) Drug 1: CC1C(C(CC(O1)OC2CC(CC3=C2C(=C4C(=C3O)C(=O)C5=C(C4=O)C(=CC=C5)OC)O)(C(=O)C)O)N)O.Cl. Drug 2: CS(=O)(=O)OCCCCOS(=O)(=O)C. Cell line: HL-60(TB). Synergy scores: CSS=58.9, Synergy_ZIP=5.16, Synergy_Bliss=6.94, Synergy_Loewe=-10.9, Synergy_HSA=7.25. (3) Drug 1: CNC(=O)C1=CC=CC=C1SC2=CC3=C(C=C2)C(=NN3)C=CC4=CC=CC=N4. Drug 2: CCC1(CC2CC(C3=C(CCN(C2)C1)C4=CC=CC=C4N3)(C5=C(C=C6C(=C5)C78CCN9C7C(C=CC9)(C(C(C8N6C)(C(=O)OC)O)OC(=O)C)CC)OC)C(=O)OC)O.OS(=O)(=O)O. Cell line: MALME-3M. Synergy scores: CSS=18.4, Synergy_ZIP=-8.95, Synergy_Bliss=-0.532, Synergy_Loewe=-13.3, Synergy_HSA=-1.46. (4) Drug 1: CC1OCC2C(O1)C(C(C(O2)OC3C4COC(=O)C4C(C5=CC6=C(C=C35)OCO6)C7=CC(=C(C(=C7)OC)O)OC)O)O. Drug 2: CCC1(CC2CC(C3=C(CCN(C2)C1)C4=CC=CC=C4N3)(C5=C(C=C6C(=C5)C78CCN9C7C(C=CC9)(C(C(C8N6C=O)(C(=O)OC)O)OC(=O)C)CC)OC)C(=O)OC)O.OS(=O)(=O)O. Cell line: SF-268. Synergy scores: CSS=47.3, Synergy_ZIP=-10.4, Synergy_Bliss=3.11, Synergy_Loewe=-13.1, Synergy_HSA=2.72. (5) Drug 1: CN(CCCl)CCCl.Cl. Drug 2: C(CC(=O)O)C(=O)CN.Cl. Cell line: 786-0. Synergy scores: CSS=38.4, Synergy_ZIP=-3.66, Synergy_Bliss=0.842, Synergy_Loewe=-6.56, Synergy_HSA=-0.260. (6) Drug 1: CCCCC(=O)OCC(=O)C1(CC(C2=C(C1)C(=C3C(=C2O)C(=O)C4=C(C3=O)C=CC=C4OC)O)OC5CC(C(C(O5)C)O)NC(=O)C(F)(F)F)O. Drug 2: CS(=O)(=O)OCCCCOS(=O)(=O)C. Cell line: NCI-H226. Synergy scores: CSS=40.9, Synergy_ZIP=1.61, Synergy_Bliss=-2.06, Synergy_Loewe=-33.6, Synergy_HSA=-4.24. (7) Drug 1: COC1=CC(=CC(=C1O)OC)C2C3C(COC3=O)C(C4=CC5=C(C=C24)OCO5)OC6C(C(C7C(O6)COC(O7)C8=CC=CS8)O)O. Drug 2: C1CC(=O)NC(=O)C1N2C(=O)C3=CC=CC=C3C2=O. Cell line: DU-145. Synergy scores: CSS=35.7, Synergy_ZIP=2.02, Synergy_Bliss=5.36, Synergy_Loewe=-30.2, Synergy_HSA=5.23. (8) Drug 1: COC1=C(C=C2C(=C1)N=CN=C2NC3=CC(=C(C=C3)F)Cl)OCCCN4CCOCC4. Drug 2: C(CC(=O)O)C(=O)CN.Cl. Cell line: NCI-H522. Synergy scores: CSS=37.9, Synergy_ZIP=0.876, Synergy_Bliss=0.815, Synergy_Loewe=-11.7, Synergy_HSA=2.64. (9) Drug 1: C1=NC2=C(N=C(N=C2N1C3C(C(C(O3)CO)O)F)Cl)N. Drug 2: C1CN1C2=NC(=NC(=N2)N3CC3)N4CC4. Cell line: SF-539. Synergy scores: CSS=61.5, Synergy_ZIP=1.90, Synergy_Bliss=2.13, Synergy_Loewe=2.81, Synergy_HSA=3.33. (10) Drug 1: CC1OCC2C(O1)C(C(C(O2)OC3C4COC(=O)C4C(C5=CC6=C(C=C35)OCO6)C7=CC(=C(C(=C7)OC)O)OC)O)O. Drug 2: CC1=C(C=C(C=C1)C(=O)NC2=CC(=CC(=C2)C(F)(F)F)N3C=C(N=C3)C)NC4=NC=CC(=N4)C5=CN=CC=C5. Cell line: HCC-2998. Synergy scores: CSS=16.0, Synergy_ZIP=2.61, Synergy_Bliss=4.28, Synergy_Loewe=-4.10, Synergy_HSA=-0.830.